This data is from Full USPTO retrosynthesis dataset with 1.9M reactions from patents (1976-2016). The task is: Predict the reactants needed to synthesize the given product. (1) Given the product [C:1]1([C:7]2[N:12]=[N:11][C:10]([CH2:13][CH2:14][C:15]([NH:17][C:18]3[C:19]([C:23]([OH:25])=[O:24])=[CH:20][S:21][CH:22]=3)=[O:16])=[CH:9][CH:8]=2)[CH:6]=[CH:5][CH:4]=[CH:3][CH:2]=1, predict the reactants needed to synthesize it. The reactants are: [C:1]1([C:7]2[N:12]=[N:11][C:10]([CH2:13][CH2:14][C:15]([NH:17][C:18]3[C:19]([C:23]([O:25]C)=[O:24])=[CH:20][S:21][CH:22]=3)=[O:16])=[CH:9][CH:8]=2)[CH:6]=[CH:5][CH:4]=[CH:3][CH:2]=1.[OH-].[Na+]. (2) Given the product [CH2:11]([O:18][CH2:19][C@@H:20]([OH:31])[CH2:21][C:2]1[CH:7]=[C:6]([CH3:8])[CH:5]=[CH:4][C:3]=1[O:9][CH3:10])[C:12]1[CH:17]=[CH:16][CH:15]=[CH:14][CH:13]=1, predict the reactants needed to synthesize it. The reactants are: Br[C:2]1[CH:7]=[C:6]([CH3:8])[CH:5]=[CH:4][C:3]=1[O:9][CH3:10].[CH2:11]([O:18][CH2:19][C@@H:20]([OH:31])[CH2:21]C1C=C(F)C=CC=1OC)[C:12]1[CH:17]=[CH:16][CH:15]=[CH:14][CH:13]=1.